This data is from Full USPTO retrosynthesis dataset with 1.9M reactions from patents (1976-2016). The task is: Predict the reactants needed to synthesize the given product. (1) Given the product [C:11]1([S:17]([N:20]2[CH:21]=[CH:22][CH:23]=[C:24]2[C:4]([C:3]2[C:2]([Cl:1])=[N:10][CH:9]=[CH:8][CH:7]=2)=[O:5])(=[O:19])=[O:18])[CH:12]=[CH:13][CH:14]=[CH:15][CH:16]=1, predict the reactants needed to synthesize it. The reactants are: [Cl:1][C:2]1[N:10]=[CH:9][CH:8]=[CH:7][C:3]=1[C:4](Cl)=[O:5].[C:11]1([S:17]([N:20]2[CH:24]=[CH:23][CH:22]=[CH:21]2)(=[O:19])=[O:18])[CH:16]=[CH:15][CH:14]=[CH:13][CH:12]=1.[Cl-].[Al+3].[Cl-].[Cl-]. (2) Given the product [CH3:1][C:2]1[CH:7]=[C:6]([N:8]2[CH2:13][CH2:12][C:11]3([NH:20][C:25](=[O:27])[NH:19][C:15]3=[O:18])[CH2:10][CH2:9]2)[CH:5]=[CH:4][N:3]=1, predict the reactants needed to synthesize it. The reactants are: [CH3:1][C:2]1[CH:7]=[C:6]([N:8]2[CH2:13][CH2:12][C:11](=O)[CH2:10][CH2:9]2)[CH:5]=[CH:4][N:3]=1.[C:15](=[O:18])([O-])[O-].[NH4+:19].[NH4+:20].[C-]#N.[Na+].O.[CH2:25]([OH:27])C. (3) Given the product [Br:23][C:3]1[CH:4]=[C:5]([CH:21]=[CH:22][C:2]=1[OH:1])[O:6][CH2:7][CH2:8][CH2:9][N:10]1[C:11](=[O:20])[C:12]2[C:17](=[CH:16][CH:15]=[CH:14][CH:13]=2)[C:18]1=[O:19], predict the reactants needed to synthesize it. The reactants are: [OH:1][C:2]1[CH:22]=[CH:21][C:5]([O:6][CH2:7][CH2:8][CH2:9][N:10]2[C:18](=[O:19])[C:17]3[C:12](=[CH:13][CH:14]=[CH:15][CH:16]=3)[C:11]2=[O:20])=[CH:4][CH:3]=1.[Br:23]Br. (4) Given the product [Br:1][C:2]1[CH:3]=[C:4]2[C:9](=[C:10]([N:12]3[CH2:17][CH2:16][N:15]([C:18]([O:20][C:21]([CH3:24])([CH3:23])[CH3:22])=[O:19])[CH2:14][CH2:13]3)[CH:11]=1)[N:8]=[C:7]([CH2:25][CH2:26][C:27]([O:29][CH3:30])=[O:28])[CH:6]=[CH:5]2, predict the reactants needed to synthesize it. The reactants are: [Br:1][C:2]1[CH:3]=[C:4]2[C:9](=[C:10]([N:12]3[CH2:17][CH2:16][N:15]([C:18]([O:20][C:21]([CH3:24])([CH3:23])[CH3:22])=[O:19])[CH2:14][CH2:13]3)[CH:11]=1)[N:8]=[C:7](/[CH:25]=[CH:26]/[C:27]([O:29][CH3:30])=[O:28])[CH:6]=[CH:5]2.O. (5) Given the product [C:1]([C:5]1[CH:10]=[C:9]([C:11]([CH3:14])([CH3:13])[CH3:12])[CH:8]=[C:7]([N:15]2[N:19]=[C:18]3[CH:20]=[CH:21][C:22]([Cl:24])=[CH:23][C:17]3=[N:16]2)[C:6]=1[O:25][Zr:29]([O:25][C:6]1[C:7]([N:15]2[N:19]=[C:18]3[CH:20]=[CH:21][C:22]([Cl:24])=[CH:23][C:17]3=[N:16]2)=[CH:8][C:9]([C:11]([CH3:14])([CH3:13])[CH3:12])=[CH:10][C:5]=1[C:1]([CH3:2])([CH3:3])[CH3:4])([N:33]([CH3:34])[CH3:35])[N:36]([CH3:37])[CH3:38])([CH3:2])([CH3:3])[CH3:4], predict the reactants needed to synthesize it. The reactants are: [C:1]([C:5]1[CH:10]=[C:9]([C:11]([CH3:14])([CH3:13])[CH3:12])[CH:8]=[C:7]([N:15]2[N:19]=[C:18]3[CH:20]=[CH:21][C:22]([Cl:24])=[CH:23][C:17]3=[N:16]2)[C:6]=1[OH:25])([CH3:4])([CH3:3])[CH3:2].CN([Zr:29]([N:36]([CH3:38])[CH3:37])([N:33]([CH3:35])[CH3:34])N(C)C)C. (6) Given the product [Br:13][C:10]1[CH:11]=[CH:12][C:7]([C:6]2[O:16][C:1]([CH3:2])=[N:4][N:5]=2)=[C:8]([O:14][CH3:15])[CH:9]=1, predict the reactants needed to synthesize it. The reactants are: [C:1]([NH:4][NH:5][C:6](=[O:16])[C:7]1[CH:12]=[CH:11][C:10]([Br:13])=[CH:9][C:8]=1[O:14][CH3:15])(=O)[CH3:2].CC[N+](S(N=C(OC)[O-])(=O)=O)(CC)CC. (7) Given the product [CH3:1][N:2]([C:27](=[O:28])[C:26]([C:19]1[C:20]2[C:25](=[CH:24][CH:23]=[CH:22][CH:21]=2)[N:17]([CH3:16])[CH:18]=1)=[O:30])[N:3]=[C:4]([CH3:10])[CH2:5][S:6]([CH3:9])(=[O:8])=[O:7], predict the reactants needed to synthesize it. The reactants are: [CH3:1][NH:2][N:3]=[C:4]([CH3:10])[CH2:5][S:6]([CH3:9])(=[O:8])=[O:7].O1CCCC1.[CH3:16][N:17]1[C:25]2[C:20](=[CH:21][CH:22]=[CH:23][CH:24]=2)[C:19]([C:26](=[O:30])[C:27](Cl)=[O:28])=[CH:18]1.